Regression. Given a peptide amino acid sequence and an MHC pseudo amino acid sequence, predict their binding affinity value. This is MHC class II binding data. From a dataset of Peptide-MHC class II binding affinity with 134,281 pairs from IEDB. (1) The peptide sequence is GPLDKEAIEERVERI. The MHC is DRB3_0101 with pseudo-sequence DRB3_0101. The binding affinity (normalized) is 0.322. (2) The peptide sequence is VRFQEAANKQKQELD. The MHC is DRB1_1302 with pseudo-sequence DRB1_1302. The binding affinity (normalized) is 0.0152. (3) The peptide sequence is DFNEFISFCNANPGL. The MHC is HLA-DPA10201-DPB10501 with pseudo-sequence HLA-DPA10201-DPB10501. The binding affinity (normalized) is 0.248. (4) The peptide sequence is EVKSFQWTQALRREL. The MHC is DRB1_1302 with pseudo-sequence DRB1_1302. The binding affinity (normalized) is 0.126. (5) The peptide sequence is ISSQYYIQQNGNLCY. The MHC is DRB4_0101 with pseudo-sequence DRB4_0103. The binding affinity (normalized) is 0.497. (6) The peptide sequence is EEQEQWKTANEAVQD. The MHC is DRB1_0301 with pseudo-sequence DRB1_0301. The binding affinity (normalized) is 0.